This data is from Full USPTO retrosynthesis dataset with 1.9M reactions from patents (1976-2016). The task is: Predict the reactants needed to synthesize the given product. (1) Given the product [Br:35][C:36]1[C:37]([N:46]2[CH2:51][CH2:50][N:49]([CH2:52][C:53]3[C:54]([CH3:59])=[N:55][O:56][C:57]=3[CH3:58])[CH2:48][CH2:47]2)=[C:38]2[N:43]=[C:76]([C:73]3[CH:74]=[CH:75][C:70]([O:69][CH3:68])=[CH:71][CH:72]=3)[NH:42][C:39]2=[N:40][CH:41]=1, predict the reactants needed to synthesize it. The reactants are: BrC1C(N2CCN(C(NC3C=CC=CC=3)=O)CC2)=C2N=C(C3C=CC(N(C)C)=CC=3)NC2=NC=1.[Br:35][C:36]1[C:37]([N:46]2[CH2:51][CH2:50][N:49]([CH2:52][C:53]3[C:54]([CH3:59])=[N:55][O:56][C:57]=3[CH3:58])[CH2:48][CH2:47]2)=[C:38]([N+:43]([O-])=O)[C:39]([NH2:42])=[N:40][CH:41]=1.[O-]S(S([O-])=O)=O.[Na+].[Na+].[CH3:68][O:69][C:70]1[CH:75]=[CH:74][C:73]([CH:76]=O)=[CH:72][CH:71]=1. (2) The reactants are: [O-2].[Ca+2].C1(N[NH:10][C:11]([CH:13]2[CH2:16][CH2:15][CH2:14]2)=[O:12])C=CC=CC=1.Cl.N1[C:27]2[C:22](=[CH:23][CH:24]=[CH:25][CH:26]=2)C=CC=1. Given the product [NH:10]1[C:27]2[C:22](=[CH:23][CH:24]=[CH:25][CH:26]=2)[C:13]2([CH2:14][CH2:15][CH2:16]2)[C:11]1=[O:12], predict the reactants needed to synthesize it. (3) Given the product [CH3:20][O:21][C:22]1[CH:29]=[CH:28][C:25]([CH:26]2[C:8]([C:9]3[CH:14]=[CH:13][CH:12]=[CH:11][CH:10]=3)=[C:7]([C:1]3[CH:6]=[CH:5][CH:4]=[CH:3][CH:2]=3)[NH:19][C:17](=[O:18])[NH:16]2)=[CH:24][CH:23]=1, predict the reactants needed to synthesize it. The reactants are: [C:1]1([C:7](=O)[CH2:8][C:9]2[CH:14]=[CH:13][CH:12]=[CH:11][CH:10]=2)[CH:6]=[CH:5][CH:4]=[CH:3][CH:2]=1.[NH2:16][C:17]([NH2:19])=[O:18].[CH3:20][O:21][C:22]1[CH:29]=[CH:28][C:25]([CH:26]=O)=[CH:24][CH:23]=1.Cl. (4) Given the product [Cl:1][C:2]1[CH:27]=[CH:26][C:5]2[N:6]3[C:10]([CH2:11][N:12]([CH:29]([CH3:31])[CH3:28])[CH2:13][C:4]=2[CH:3]=1)=[N:9][N:8]=[C:7]3[CH:14]1[CH2:19][CH2:18][N:17]([C:20]2[N:21]=[CH:22][CH:23]=[CH:24][N:25]=2)[CH2:16][CH2:15]1, predict the reactants needed to synthesize it. The reactants are: [Cl:1][C:2]1[CH:27]=[CH:26][C:5]2[N:6]3[C:10]([CH2:11][NH:12][CH2:13][C:4]=2[CH:3]=1)=[N:9][N:8]=[C:7]3[CH:14]1[CH2:19][CH2:18][N:17]([C:20]2[N:25]=[CH:24][CH:23]=[CH:22][N:21]=2)[CH2:16][CH2:15]1.[CH3:28][C:29]([CH3:31])=O.